The task is: Predict the reactants needed to synthesize the given product.. This data is from Full USPTO retrosynthesis dataset with 1.9M reactions from patents (1976-2016). (1) Given the product [CH2:45]([O:47][C:49](=[O:50])[C:8]1[CH:7]=[CH:6][CH:11]=[CH:10][C:9]=1[N:12]1[CH2:13][CH2:14][CH:15]([NH:19][CH2:20][C@H:21]([OH:22])[C:23]2[CH:24]=[CH:25][C:26]([OH:34])=[C:27]([NH:29][S:30]([CH3:33])(=[O:32])=[O:31])[CH:28]=2)[CH2:16][CH2:17]1)[CH3:46], predict the reactants needed to synthesize it. The reactants are: C(OC([C:6]1[CH:11]=[CH:10][C:9]([N:12]2[CH2:17][CH2:16][C:15](=O)[CH2:14][CH2:13]2)=[CH:8][CH:7]=1)=O)C.[NH2:19][CH2:20][C@@H:21]([C:23]1[CH:24]=[CH:25][C:26]([OH:34])=[C:27]([NH:29][S:30]([CH3:33])(=[O:32])=[O:31])[CH:28]=1)[OH:22].C(O[BH-](O[C:45](=[O:47])[CH3:46])OC(=O)C)(=O)C.[Na+].[C:49](=O)(O)[O-:50].[Na+]. (2) The reactants are: [Na].[CH2:2](O)C.[CH:5]1[C:18]2[CH:17]([C:19]([OH:21])=[O:20])[C:16]3[C:11](=[CH:12][CH:13]=[CH:14][CH:15]=3)[O:10][C:9]=2[CH:8]=[CH:7][CH:6]=1.CI. Given the product [CH:15]1[C:16]2[CH:17]([C:19]([O:21][CH3:2])=[O:20])[C:18]3[C:9](=[CH:8][CH:7]=[CH:6][CH:5]=3)[O:10][C:11]=2[CH:12]=[CH:13][CH:14]=1, predict the reactants needed to synthesize it.